Dataset: Reaction yield outcomes from USPTO patents with 853,638 reactions. Task: Predict the reaction yield, written as a fraction of the theoretical maximum amount of product (1.0 means a 100% yield; for example, 0.34 means a 34% yield). (1) The yield is 0.320. The reactants are [CH3:1][O:2][C:3]1[CH:9]=[CH:8][C:6]([NH2:7])=[CH:5][CH:4]=1.C(N(CC)CC)C.[Cl-].ClC1N(C)CC[NH+]1C.[CH3:26][O:27][C:28]1[C:29](=[O:56])[C:30]([CH3:55])=[C:31]([CH2:37][C:38]2[CH:39]=[CH:40][C:41]([O:47][CH2:48][C:49]3[CH:54]=[CH:53][N:52]=[CH:51][CH:50]=3)=[C:42]([CH:46]=2)[C:43](O)=[O:44])[C:32](=[O:36])[C:33]=1[O:34][CH3:35]. The product is [CH3:26][O:27][C:28]1[C:29](=[O:56])[C:30]([CH3:55])=[C:31]([CH2:37][C:38]2[CH:39]=[CH:40][C:41]([O:47][CH2:48][C:49]3[CH:54]=[CH:53][N:52]=[CH:51][CH:50]=3)=[C:42]([CH:46]=2)[C:43]([NH:7][C:6]2[CH:8]=[CH:9][C:3]([O:2][CH3:1])=[CH:4][CH:5]=2)=[O:44])[C:32](=[O:36])[C:33]=1[O:34][CH3:35]. The catalyst is C(Cl)Cl. (2) The reactants are [F:1][C:2]([F:7])([F:6])[C:3]([OH:5])=[O:4].[F:8][C:9]([F:14])([F:13])[C:10]([OH:12])=[O:11].FC(F)(F)C(O)=O.[NH:22]1[CH2:25][CH:24]([CH2:26][C:27]([NH:29][C:30]2[CH:31]=[CH:32][C:33]3[NH:34][C:35]4[N:51]=[C:39]([NH:40][C:41]5[CH:42]=[N:43][CH:44]=[C:45]([CH:50]=5)[CH2:46][CH2:47][C:48]=2[CH:49]=3)[N:38]=[CH:37][C:36]=4[Cl:52])=[O:28])[CH2:23]1.[NH:53]1[CH:57]=[C:56]([C:58](O)=[O:59])[CH:55]=[N:54]1. No catalyst specified. The product is [F:1][C:2]([F:7])([F:6])[C:3]([OH:5])=[O:4].[F:8][C:9]([F:14])([F:13])[C:10]([OH:12])=[O:11].[Cl:52][C:36]1[CH:37]=[N:38][C:39]2[NH:40][C:41]3[CH:42]=[N:43][CH:44]=[C:45]([CH:50]=3)[CH2:46][CH2:47][C:48]3[CH:49]=[C:33]([NH:34][C:35]=1[N:51]=2)[CH:32]=[CH:31][C:30]=3[NH:29][C:27](=[O:28])[CH2:26][CH:24]1[CH2:23][N:22]([C:58]([C:56]2[CH:57]=[N:53][NH:54][CH:55]=2)=[O:59])[CH2:25]1. The yield is 0.490.